This data is from Reaction yield outcomes from USPTO patents with 853,638 reactions. The task is: Predict the reaction yield, written as a fraction of the theoretical maximum amount of product (1.0 means a 100% yield; for example, 0.34 means a 34% yield). (1) The reactants are [Br:1][C:2]1[CH:7]=[CH:6][C:5]([OH:8])=[C:4]([N+:9]([O-:11])=[O:10])[N:3]=1.C(=O)([O-])[O-:13].[K+].[K+].[CH3:18][CH2:19][O:20][CH2:21][CH3:22]. The catalyst is CC(C)=O.BrCC(OCC)=O. The product is [Br:1][C:2]1[N:3]=[C:4]([N+:9]([O-:11])=[O:10])[C:5]([O:8][CH2:18][C:19]([O:20][CH2:21][CH3:22])=[O:13])=[CH:6][CH:7]=1. The yield is 0.890. (2) The reactants are [CH2:1](Cl)[CH:2]=[CH2:3].[C:5](=[O:7])=O.Cl[C:9]1[CH:14]=CC=C[CH:10]=1.[CH3:15][CH2:16][CH2:17][CH2:18][CH2:19][CH3:20].[CH3:21]COC(C)=O. The catalyst is C1COCC1. The product is [CH2:1]([C:5]1([OH:7])[C:10](=[CH:9][CH3:14])[CH2:20][CH:19]2[CH2:18][CH:17]1[C:16]2([CH3:21])[CH3:15])[CH:2]=[CH2:3]. The yield is 0.980. (3) The yield is 0.0900. The catalyst is CO.[Pd]. The reactants are C(OC([NH:11][C:12]1[C:13]([C:25]([NH:27][C:28]2[CH:29]=[N:30][CH:31]=[CH:32][C:33]=2[N:34]2[CH2:39][CH2:38][CH2:37][C@H:36]([NH:40]C(=O)OCC3C=CC=CC=3)[CH2:35]2)=[O:26])=[N:14][C:15]2[C:20]([CH:21]=1)=[CH:19][CH:18]=[C:17]([CH2:22][C:23]#[N:24])[CH:16]=2)=O)C1C=CC=CC=1. The product is [NH2:11][C:12]1[C:13]([C:25]([NH:27][C:28]2[CH:29]=[N:30][CH:31]=[CH:32][C:33]=2[N:34]2[CH2:39][CH2:38][CH2:37][C@H:36]([NH2:40])[CH2:35]2)=[O:26])=[N:14][C:15]2[C:20]([CH:21]=1)=[CH:19][CH:18]=[C:17]([CH2:22][C:23]#[N:24])[CH:16]=2.